This data is from Forward reaction prediction with 1.9M reactions from USPTO patents (1976-2016). The task is: Predict the product of the given reaction. (1) The product is: [CH:1]1([N:4]([CH3:50])[CH2:5]/[CH:6]=[CH:7]/[C:8]([N:10]2[CH2:14][CH2:13][C@@H:12]([NH:15][C:16]3[C:24]4[C:19](=[N:20][CH:21]=[CH:22][C:23]=4[O:25][C:26]4[CH:33]=[CH:32][C:31]([O:34][C:35]5[CH:40]=[CH:39][CH:38]=[CH:37][CH:36]=5)=[CH:30][C:27]=4[C:28]#[N:29])[NH:18][N:17]=3)[CH2:11]2)=[O:9])[CH2:3][CH2:2]1. Given the reactants [CH:1]1([N:4]([CH3:50])[CH2:5]/[CH:6]=[CH:7]/[C:8]([N:10]2[CH2:14][CH2:13][C@@H:12]([NH:15][C:16]3[C:24]4[C:19](=[N:20][CH:21]=[CH:22][C:23]=4[O:25][C:26]4[CH:33]=[CH:32][C:31]([O:34][C:35]5[CH:40]=[CH:39][CH:38]=[CH:37][CH:36]=5)=[CH:30][C:27]=4[C:28]#[N:29])[N:18](CC4C=CC(OC)=CC=4)[N:17]=3)[CH2:11]2)=[O:9])[CH2:3][CH2:2]1.C(O)(C(F)(F)F)=O, predict the reaction product. (2) Given the reactants [CH3:1][N:2]([CH2:4][C:5]1[C:13]2[O:12][N:11]=[C:10]([CH2:14][CH2:15][CH:16]3[CH2:21][CH2:20][NH:19][CH2:18][CH2:17]3)[C:9]=2[CH:8]=[CH:7][C:6]=1[O:22][CH2:23][CH:24]1[CH2:26][CH2:25]1)[CH3:3].[C:27]1([CH:37]=O)[C:36]2[C:31](=[CH:32][CH:33]=[CH:34][CH:35]=2)[CH:30]=[CH:29][CH:28]=1.C(O[BH-](OC(=O)C)OC(=O)C)(=O)C.[Na+].Cl, predict the reaction product. The product is: [CH3:1][N:2]([CH2:4][C:5]1[C:13]2[O:12][N:11]=[C:10]([CH2:14][CH2:15][CH:16]3[CH2:21][CH2:20][N:19]([CH2:37][C:27]4[C:36]5[C:31](=[CH:32][CH:33]=[CH:34][CH:35]=5)[CH:30]=[CH:29][CH:28]=4)[CH2:18][CH2:17]3)[C:9]=2[CH:8]=[CH:7][C:6]=1[O:22][CH2:23][CH:24]1[CH2:25][CH2:26]1)[CH3:3]. (3) The product is: [CH3:3][S:4]([C:7]1[CH:8]=[C:9]2[C:14](=[CH:15][CH:16]=1)[N:13]=[C:12]([C:17]1[CH:22]=[CH:21][CH:20]=[C:19]([C:23]([F:26])([F:24])[F:25])[CH:18]=1)[C:11]([CH2:27][N:28]1[CH2:29][CH2:30][CH:31]([N:34]3[CH2:35][CH2:36][CH2:37][CH2:38]3)[CH2:32][CH2:33]1)=[C:10]2[C:39]([OH:41])=[O:40])(=[O:6])=[O:5]. Given the reactants [OH-].[K+].[CH3:3][S:4]([C:7]1[CH:8]=[C:9]2[C:14](=[CH:15][CH:16]=1)[N:13]=[C:12]([C:17]1[CH:22]=[CH:21][CH:20]=[C:19]([C:23]([F:26])([F:25])[F:24])[CH:18]=1)[C:11]([CH2:27][N:28]1[CH2:33][CH2:32][CH:31]([N:34]3[CH2:38][CH2:37][CH2:36][CH2:35]3)[CH2:30][CH2:29]1)=[C:10]2[C:39]([O:41]C)=[O:40])(=[O:6])=[O:5], predict the reaction product. (4) Given the reactants [CH2:1]([O:3][C:4](=[O:23])[CH:5]=[CH:6][CH2:7][CH2:8][C@H:9]1[CH2:13][C:12]([F:15])([F:14])[CH2:11][N:10]1[C:16]([O:18][C:19]([CH3:22])([CH3:21])[CH3:20])=[O:17])[CH3:2], predict the reaction product. The product is: [CH2:1]([O:3][C:4](=[O:23])[CH2:5][CH2:6][CH2:7][CH2:8][C@H:9]1[CH2:13][C:12]([F:15])([F:14])[CH2:11][N:10]1[C:16]([O:18][C:19]([CH3:22])([CH3:21])[CH3:20])=[O:17])[CH3:2]. (5) Given the reactants Br[C:2]1[CH:3]=[C:4]2[C:10]3([CH2:14][CH2:13][N:12]([C:15]([O:17][C:18]([CH3:21])([CH3:20])[CH3:19])=[O:16])[CH2:11]3)[CH2:9][N:8]([C:22]([O:24][CH2:25][CH2:26][Si:27]([CH3:30])([CH3:29])[CH3:28])=[O:23])[C:5]2=[CH:6][CH:7]=1.COC1C=CC=C(OC)C=1C1C=CC=CC=1P(C1CCCCC1)C1CCCCC1.[Br-].[CH2:61]([O:63][C:64](=[O:69])[CH2:65][CH2:66][CH2:67][Zn+])[CH3:62].[Cl-].[NH4+], predict the reaction product. The product is: [CH2:61]([O:63][C:64](=[O:69])[CH2:65][CH2:66][CH2:67][C:2]1[CH:3]=[C:4]2[C:10]3([CH2:14][CH2:13][N:12]([C:15]([O:17][C:18]([CH3:21])([CH3:19])[CH3:20])=[O:16])[CH2:11]3)[CH2:9][N:8]([C:22]([O:24][CH2:25][CH2:26][Si:27]([CH3:30])([CH3:29])[CH3:28])=[O:23])[C:5]2=[CH:6][CH:7]=1)[CH3:62]. (6) Given the reactants C(=O)([O-])[O-].[K+].[K+].[CH2:7]([C@@H:9]1[O:11][CH2:10]1)Cl.[C:12]([C:14]1[CH:19]=[CH:18][C:17]([OH:20])=[CH:16][CH:15]=1)#[N:13], predict the reaction product. The product is: [O:11]1[CH2:10][C@H:9]1[CH2:7][O:20][C:17]1[CH:18]=[CH:19][C:14]([C:12]#[N:13])=[CH:15][CH:16]=1.